From a dataset of Forward reaction prediction with 1.9M reactions from USPTO patents (1976-2016). Predict the product of the given reaction. (1) Given the reactants [CH2:1](Br)[C:2]#[CH:3].[NH2:5][CH:6](O)[CH2:7][CH3:8].[C:10](=[O:13])([O-])[O-].[Na+].[Na+].[CH2:16](O)[CH3:17], predict the reaction product. The product is: [CH2:1]([N:5]([CH2:6][C:7]#[CH:8])[CH2:16][CH2:17][CH2:10][OH:13])[C:2]#[CH:3]. (2) Given the reactants C(OC(=O)[NH:7][C@H:8]1[CH2:13][CH2:12][CH2:11][N:10]([C:14]2[CH:19]=[CH:18][C:17]([NH:20][C:21]3[C:30]4[C:25](=[CH:26][CH:27]=[C:28]([C:31]5[CH:36]=[C:35]([F:37])[C:34]([OH:38])=[C:33]([Cl:39])[CH:32]=5)[N:29]=4)[N:24]=[CH:23][C:22]=3[C:40](=[O:43])[CH2:41][CH3:42])=[CH:16][N:15]=2)[CH2:9]1)(C)(C)C.C(O)(C(F)(F)F)=O, predict the reaction product. The product is: [ClH:39].[ClH:39].[ClH:39].[NH2:7][C@H:8]1[CH2:13][CH2:12][CH2:11][N:10]([C:14]2[N:15]=[CH:16][C:17]([NH:20][C:21]3[C:30]4[C:25](=[CH:26][CH:27]=[C:28]([C:31]5[CH:36]=[C:35]([F:37])[C:34]([OH:38])=[C:33]([Cl:39])[CH:32]=5)[N:29]=4)[N:24]=[CH:23][C:22]=3[C:40](=[O:43])[CH2:41][CH3:42])=[CH:18][CH:19]=2)[CH2:9]1. (3) Given the reactants C[Si]([C:5]#[C:6][C:7]1[CH:12]=[CH:11][C:10]([C:13]2[N:17]([C:18]3[CH:23]=[CH:22][N:21]=[CH:20][CH:19]=3)[N:16]=[CH:15][CH:14]=2)=[CH:9][CH:8]=1)(C)C.O, predict the reaction product. The product is: [C:6]([C:7]1[CH:8]=[CH:9][C:10]([C:13]2[N:17]([C:18]3[CH:23]=[CH:22][N:21]=[CH:20][CH:19]=3)[N:16]=[CH:15][CH:14]=2)=[CH:11][CH:12]=1)#[CH:5]. (4) The product is: [CH3:34][O:33][C:29]([C:30]1[S:31][C:6]2[C:7]3[CH:13]=[CH:12][CH:11]=[C:10]([Cl:14])[C:8]=3[S:9][C:5]=2[C:3]=1[O:2][CH2:1][C:38]([O:40][CH2:41][CH3:42])=[O:39])=[O:32]. Given the reactants [CH3:1][O:2][C:3]([C:5]1[S:9][C:8]2[C:10]([Cl:14])=[CH:11][CH:12]=[CH:13][C:7]=2[C:6]=1OS(C(F)(F)F)(=O)=O)=O.CC(C)([O-])C.[Na+].[C:29]([O:33][CH3:34])(=[O:32])[CH2:30][SH:31].Cl.BrC[C:38]([O:40][CH2:41][CH3:42])=[O:39].C([O-])([O-])=O.[K+].[K+], predict the reaction product.